From a dataset of Full USPTO retrosynthesis dataset with 1.9M reactions from patents (1976-2016). Predict the reactants needed to synthesize the given product. (1) Given the product [CH3:21][S:22][CH2:23][CH2:24][CH2:25][NH:26][C:2]1[C:11]2[C:6](=[CH:7][C:8]([C:12]3[CH:17]=[CH:16][CH:15]=[CH:14][CH:13]=3)=[CH:9][CH:10]=2)[N:5]=[CH:4][C:3]=1[N+:18]([O-:20])=[O:19], predict the reactants needed to synthesize it. The reactants are: Cl[C:2]1[C:11]2[C:6](=[CH:7][C:8]([C:12]3[CH:17]=[CH:16][CH:15]=[CH:14][CH:13]=3)=[CH:9][CH:10]=2)[N:5]=[CH:4][C:3]=1[N+:18]([O-:20])=[O:19].[CH3:21][S:22][CH2:23][CH2:24][CH2:25][NH2:26]. (2) Given the product [CH2:32]([C:5]1([CH2:24][CH2:25][CH2:26][CH2:27][CH2:28][CH2:29][CH2:30][CH3:31])[C:4]2[CH:3]=[C:2]([C:52]3[CH:53]=[CH:54][C:49]([CH2:40][CH2:41][CH2:42][CH2:43][CH2:44][CH2:45][CH2:46][CH2:47][CH3:48])=[CH:50][CH:51]=3)[CH:14]=[CH:13][C:12]=2[C:11]2[C:6]1=[CH:7][C:8]([O:61][CH2:58][CH2:13][CH2:14][CH2:2][CH2:3][CH2:4][CH2:12][CH3:11])=[CH:9][CH:10]=2)[CH2:33][CH2:34][CH2:35][CH2:36][CH2:37][CH2:38][CH3:39], predict the reactants needed to synthesize it. The reactants are: Br[C:2]1[CH:14]=[CH:13][C:12]2[C:11]3[C:6](=[CH:7][C:8](OCCCCCCCC)=[CH:9][CH:10]=3)[C:5]([CH2:32][CH2:33][CH2:34][CH2:35][CH2:36][CH2:37][CH2:38][CH3:39])([CH2:24][CH2:25][CH2:26][CH2:27][CH2:28][CH2:29][CH2:30][CH3:31])[C:4]=2[CH:3]=1.[CH2:40]([C:49]1[CH:54]=[CH:53][C:52](B(O)O)=[CH:51][CH:50]=1)[CH2:41][CH2:42][CH2:43][CH2:44][CH2:45][CH2:46][CH2:47][CH3:48].[C:58](=[O:61])([O-])[O-].[Na+].[Na+]. (3) Given the product [CH3:1][C:2]([P:8]([OH:11])([OH:10])=[O:9])([P:4]([OH:7])([OH:6])=[O:5])[OH:3].[CH2:12]([OH:15])[CH2:13][OH:14], predict the reactants needed to synthesize it. The reactants are: [CH3:1][C:2]([P:8]([OH:11])([OH:10])=[O:9])([P:4]([OH:7])([OH:6])=[O:5])[OH:3].[CH2:12]([OH:15])[CH2:13][OH:14]. (4) Given the product [Cl:42][C:23]1[CH:24]=[C:25]([C:28]2[CH:33]=[CH:32][CH:31]=[CH:30][C:29]=2[CH2:34][CH2:35][NH:36][C:37](=[O:38])[O:39][CH2:40][CH3:41])[CH:26]=[CH:27][C:22]=1[C@H:10]1[C@H:11]([C:14]2[CH:19]=[CH:18][N:17]([CH3:20])[C:16](=[O:21])[CH:15]=2)[CH2:12][CH2:13][NH:8][CH2:9]1, predict the reactants needed to synthesize it. The reactants are: C(OC([N:8]1[CH2:13][CH2:12][C@@H:11]([C:14]2[CH:19]=[CH:18][N:17]([CH3:20])[C:16](=[O:21])[CH:15]=2)[C@H:10]([C:22]2[CH:27]=[CH:26][C:25]([C:28]3[CH:33]=[CH:32][CH:31]=[CH:30][C:29]=3[CH2:34][CH2:35][NH:36][C:37]([O:39][CH2:40][CH3:41])=[O:38])=[CH:24][C:23]=2[Cl:42])[CH2:9]1)=O)(C)(C)C.Cl.O1CCOCC1. (5) Given the product [NH2:26][CH2:25][C:21]1[CH:20]=[C:19]([C:3]2[CH:4]=[CH:5][C:6]([N:8]3[CH2:12][C@H:11]([CH2:13][NH:14][C:15](=[O:17])[CH3:16])[O:10][C:9]3=[O:18])=[CH:7][C:2]=2[F:1])[CH:24]=[CH:23][CH:22]=1, predict the reactants needed to synthesize it. The reactants are: [F:1][C:2]1[CH:7]=[C:6]([N:8]2[CH2:12][C@H:11]([CH2:13][NH:14][C:15](=[O:17])[CH3:16])[O:10][C:9]2=[O:18])[CH:5]=[CH:4][C:3]=1[C:19]1[CH:24]=[CH:23][CH:22]=[C:21]([CH2:25][N:26]=[N+]=[N-])[CH:20]=1. (6) Given the product [ClH:20].[Cl:30][C:22]1[C:21]([Cl:20])=[CH:26][CH:25]=[CH:24][C:23]=1[NH:27][C:28]([NH:1][CH2:2][C@H:3]1[CH2:4][CH2:5][C@@H:6]([NH:9][C:10]2[N:15]=[C:14]([N:16]([CH3:18])[CH3:17])[C:13]([CH3:19])=[CH:12][N:11]=2)[CH2:7][CH2:8]1)=[O:29], predict the reactants needed to synthesize it. The reactants are: [NH2:1][CH2:2][C@@H:3]1[CH2:8][CH2:7][C@H:6]([NH:9][C:10]2[N:15]=[C:14]([N:16]([CH3:18])[CH3:17])[C:13]([CH3:19])=[CH:12][N:11]=2)[CH2:5][CH2:4]1.[Cl:20][C:21]1[CH:26]=[CH:25][CH:24]=[C:23]([N:27]=[C:28]=[O:29])[C:22]=1[Cl:30].O.Cl. (7) Given the product [Cl:14][C:15]1[CH:20]=[CH:19][CH:18]=[CH:17][C:16]=1[CH:21]([NH:22][C:23](=[O:29])[O:24][C:25]([CH3:27])([CH3:26])[CH3:28])[CH2:4][N+:1]([O-:3])=[O:2], predict the reactants needed to synthesize it. The reactants are: [N+:1]([CH3:4])([O-:3])=[O:2].C(N(CC)C(C)C)(C)C.[Cl:14][C:15]1[CH:20]=[CH:19][CH:18]=[CH:17][C:16]=1/[CH:21]=[N:22]/[C:23](=[O:29])[O:24][C:25]([CH3:28])([CH3:27])[CH3:26].